Dataset: Forward reaction prediction with 1.9M reactions from USPTO patents (1976-2016). Task: Predict the product of the given reaction. (1) The product is: [CH3:1][O:2][C:3](=[O:14])[C:4]1[CH:9]=[CH:8][C:7]([O:10][S:23]([C:22]([F:35])([F:34])[F:21])(=[O:25])=[O:24])=[C:6]([N+:11]([O-:13])=[O:12])[CH:5]=1. Given the reactants [CH3:1][O:2][C:3](=[O:14])[C:4]1[CH:9]=[CH:8][C:7]([OH:10])=[C:6]([N+:11]([O-:13])=[O:12])[CH:5]=1.N1C=CC=CC=1.[F:21][C:22]([F:35])([F:34])[S:23](O[S:23]([C:22]([F:35])([F:34])[F:21])(=[O:25])=[O:24])(=[O:25])=[O:24], predict the reaction product. (2) Given the reactants C(O[C:4]([C:6]1([CH2:12][CH2:13]OC)[CH2:11][CH2:10][NH:9][CH2:8][CH2:7]1)=[O:5])C.[F:16][C:17]([F:30])([F:29])[O:18][C:19]1[CH:24]=[CH:23][CH:22]=[CH:21][C:20]=1[S:25](Cl)(=[O:27])=[O:26].[CH2:31]([O:35][C:36]1[CH:42]=[CH:41][C:39]([NH2:40])=[CH:38][CH:37]=1)[CH2:32][CH2:33][CH3:34], predict the reaction product. The product is: [CH2:31]([O:35][C:36]1[CH:37]=[CH:38][C:39]([N:40]2[CH2:13][CH2:12][C:6]3([CH2:7][CH2:8][N:9]([S:25]([C:20]4[CH:21]=[CH:22][CH:23]=[CH:24][C:19]=4[O:18][C:17]([F:30])([F:29])[F:16])(=[O:27])=[O:26])[CH2:10][CH2:11]3)[C:4]2=[O:5])=[CH:41][CH:42]=1)[CH2:32][CH2:33][CH3:34]. (3) Given the reactants C(OC([N:8]1[CH2:13][CH2:12][CH:11]([NH:14][C:15]2[CH:20]=[C:19]([Cl:21])[CH:18]=[CH:17][C:16]=2[CH2:22][CH:23](OC)OC)[CH2:10][CH2:9]1)=O)(C)(C)C.C1(C)C=CC(S(O)(=O)=O)=CC=1, predict the reaction product. The product is: [Cl:21][C:19]1[CH:20]=[C:15]2[C:16]([CH:22]=[CH:23][N:14]2[CH:11]2[CH2:10][CH2:9][NH:8][CH2:13][CH2:12]2)=[CH:17][CH:18]=1. (4) The product is: [OH:23][B:14]1[C:13]2[CH:24]=[C:9]([O:8][C:6]3[S:7][C:3]([C:1](=[NH:2])[NH:27][OH:28])=[CH:4][N:5]=3)[CH:10]=[C:11]([CH3:25])[C:12]=2[CH:16]([CH2:17][C:18]([O:20][CH2:21][CH3:22])=[O:19])[O:15]1. Given the reactants [C:1]([C:3]1[S:7][C:6]([O:8][C:9]2[CH:10]=[C:11]([CH3:25])[C:12]3[CH:16]([CH2:17][C:18]([O:20][CH2:21][CH3:22])=[O:19])[O:15][B:14]([OH:23])[C:13]=3[CH:24]=2)=[N:5][CH:4]=1)#[N:2].Cl.[NH2:27][OH:28].C(N(CC)CC)C, predict the reaction product.